From a dataset of Full USPTO retrosynthesis dataset with 1.9M reactions from patents (1976-2016). Predict the reactants needed to synthesize the given product. Given the product [O:17]1[C:26]2[CH:25]=[C:24]([CH2:27][N:28]([CH:36]3[CH2:41][CH2:40][N:39]([CH2:15][CH2:14][N:9]4[C:7]5=[N:8][C:3]([O:2][CH3:1])=[CH:4][N:5]=[C:6]5[CH:12]=[CH:11][C:10]4=[O:13])[CH2:38][CH2:37]3)[C:29](=[O:35])[O:30][C:31]([CH3:34])([CH3:33])[CH3:32])[N:23]=[CH:22][C:21]=2[O:20][CH2:19][CH2:18]1, predict the reactants needed to synthesize it. The reactants are: [CH3:1][O:2][C:3]1[N:8]=[C:7]2[N:9]([CH2:14][CH:15]=O)[C:10](=[O:13])[CH:11]=[CH:12][C:6]2=[N:5][CH:4]=1.[O:17]1[C:26]2[CH:25]=[C:24]([CH2:27][N:28]([CH:36]3[CH2:41][CH2:40][NH:39][CH2:38][CH2:37]3)[C:29](=[O:35])[O:30][C:31]([CH3:34])([CH3:33])[CH3:32])[N:23]=[CH:22][C:21]=2[O:20][CH2:19][CH2:18]1.C(O[BH-](OC(=O)C)OC(=O)C)(=O)C.[Na+].C(=O)([O-])O.[Na+].